From a dataset of Full USPTO retrosynthesis dataset with 1.9M reactions from patents (1976-2016). Predict the reactants needed to synthesize the given product. (1) Given the product [CH2:1]([O:3][C:4]([C:6]1[CH:7]=[N:8][C:9]2[C:14]([C:15]=1[NH:22][CH:17]1[CH2:21][CH2:20][CH2:19][CH2:18]1)=[CH:13][CH:12]=[CH:11][CH:10]=2)=[O:5])[CH3:2], predict the reactants needed to synthesize it. The reactants are: [CH2:1]([O:3][C:4]([C:6]1[CH:7]=[N:8][C:9]2[C:14]([C:15]=1Cl)=[CH:13][CH:12]=[CH:11][CH:10]=2)=[O:5])[CH3:2].[CH:17]1([NH2:22])[CH2:21][CH2:20][CH2:19][CH2:18]1. (2) Given the product [CH3:39][C:38]([CH3:41])([CH3:40])[CH2:37][N:36]1[C:29]2[N:30]=[C:31]([C:34]#[N:35])[N:32]=[CH:33][C:28]=2[CH:27]=[C:26]1[CH2:25][N:12]1[C:13](=[O:14])[C:8]2[C:9](=[CH:15][CH:16]=[CH:17][CH:7]=2)[C:10]1=[O:11], predict the reactants needed to synthesize it. The reactants are: C1([C:7]2[CH:17]=[CH:16][CH:15]=[C:9]3[C:10]([NH:12][C:13](=[O:14])[C:8]=23)=[O:11])C=CC=CC=1.C([O-])([O-])=O.[K+].[K+].Br[CH2:25][C:26]1[N:36]([CH2:37][C:38]([CH3:41])([CH3:40])[CH3:39])[C:29]2[N:30]=[C:31]([C:34]#[N:35])[N:32]=[CH:33][C:28]=2[CH:27]=1. (3) Given the product [Cl:4][C:5]1[CH:14]=[C:13]([O:2][CH3:1])[C:12]2[C:7](=[CH:8][C:9]([C:16]3[C:21]([C:22]([F:25])([F:24])[F:23])=[CH:20][CH:19]=[CH:18][N:17]=3)=[CH:10][CH:11]=2)[N:6]=1, predict the reactants needed to synthesize it. The reactants are: [CH3:1][O-:2].[Na+].[Cl:4][C:5]1[CH:14]=[C:13](Cl)[C:12]2[C:7](=[CH:8][C:9]([C:16]3[C:21]([C:22]([F:25])([F:24])[F:23])=[CH:20][CH:19]=[CH:18][N:17]=3)=[CH:10][CH:11]=2)[N:6]=1.O. (4) Given the product [F:1][C:2]1[CH:10]=[C:9]2[C:5]([CH2:6][CH2:7][N:8]2[CH:11]2[CH2:16][CH2:15][NH:14][CH2:13][CH2:12]2)=[CH:4][CH:3]=1.[ClH:31], predict the reactants needed to synthesize it. The reactants are: [F:1][C:2]1[CH:10]=[C:9]2[C:5]([CH2:6][CH2:7][N:8]2[CH:11]2[CH2:16][CH2:15][N:14](C(OC(C)(C)C)=O)[CH2:13][CH2:12]2)=[CH:4][CH:3]=1.C(O)(C(F)(F)F)=O.[ClH:31].CCCCCC. (5) Given the product [CH3:7][C:6]1[O:5][N:4]=[C:3]([C:8]2[CH:13]=[CH:12][CH:11]=[CH:10][CH:9]=2)[C:2]=1[C:51]#[C:50][C:52]1[CH:57]=[CH:56][CH:55]=[CH:54][N:53]=1, predict the reactants needed to synthesize it. The reactants are: I[C:2]1[C:3]([C:8]2[CH:13]=[CH:12][CH:11]=[CH:10][CH:9]=2)=[N:4][O:5][C:6]=1[CH3:7].C1(P(C2C=CC=CC=2)CCCP(C2C=CC=CC=2)C2C=CC=CC=2)C=CC=CC=1.C(N(CC)CC)C.[C:50]([C:52]1[CH:57]=[CH:56][CH:55]=[CH:54][N:53]=1)#[CH:51].